Predict which catalyst facilitates the given reaction. From a dataset of Catalyst prediction with 721,799 reactions and 888 catalyst types from USPTO. (1) Reactant: [O-:1][N+:2]1[O:6][N:5]=[C:4]([O:7][CH2:8][CH2:9][C:10]([O:12]C(C)(C)C)=[O:11])[C:3]=1[S:17]([C:20]1[CH:25]=[CH:24][CH:23]=[CH:22][CH:21]=1)(=[O:19])=[O:18].C(O)(C(F)(F)F)=O. Product: [O-:1][N+:2]1[O:6][N:5]=[C:4]([O:7][CH2:8][CH2:9][C:10]([OH:12])=[O:11])[C:3]=1[S:17]([C:20]1[CH:25]=[CH:24][CH:23]=[CH:22][CH:21]=1)(=[O:18])=[O:19]. The catalyst class is: 4. (2) Reactant: O[N:2]1C(=O)CCC1=O.C(=NC(C)C)=NC(C)C.[C:18]([CH2:20][C:21]([N:23]1[CH2:28][CH2:27][CH2:26][C@@H:25]([NH:29][C:30]2[C:35]([C:36](O)=[O:37])=[CH:34][N:33]=[C:32]([C:39]3[N:43]4[CH:44]=[C:45]([F:48])[CH:46]=[CH:47][C:42]4=[N:41][CH:40]=3)[N:31]=2)[CH2:24]1)=[O:22])#[N:19].O. The catalyst class is: 9. Product: [C:18]([CH2:20][C:21]([N:23]1[CH2:28][CH2:27][CH2:26][C@@H:25]([NH:29][C:30]2[C:35]([C:36]([NH2:2])=[O:37])=[CH:34][N:33]=[C:32]([C:39]3[N:43]4[CH:44]=[C:45]([F:48])[CH:46]=[CH:47][C:42]4=[N:41][CH:40]=3)[N:31]=2)[CH2:24]1)=[O:22])#[N:19].